This data is from Reaction yield outcomes from USPTO patents with 853,638 reactions. The task is: Predict the reaction yield, written as a fraction of the theoretical maximum amount of product (1.0 means a 100% yield; for example, 0.34 means a 34% yield). (1) The reactants are C(=O)([O-])[O-].[K+].[K+].[I-].[Na+].[CH3:9][CH:10]([CH3:26])[C:11]([NH:13][C:14]1[CH:19]=[CH:18][CH:17]=[C:16]([CH:20]2[CH2:25][CH2:24][NH:23][CH2:22][CH2:21]2)[CH:15]=1)=[O:12].Cl[CH2:28][CH2:29][C@@H:30]([O:37][C:38]1[CH:43]=[CH:42][C:41]([O:44][CH3:45])=[C:40]([O:46][CH3:47])[CH:39]=1)[C:31]1[CH:36]=[CH:35][CH:34]=[CH:33][CH:32]=1. The catalyst is CN(C=O)C.O. The product is [CH3:47][O:46][C:40]1[CH:39]=[C:38]([CH:43]=[CH:42][C:41]=1[O:44][CH3:45])[O:37][C@@H:30]([C:31]1[CH:36]=[CH:35][CH:34]=[CH:33][CH:32]=1)[CH2:29][CH2:28][N:23]1[CH2:24][CH2:25][CH:20]([C:16]2[CH:15]=[C:14]([NH:13][C:11](=[O:12])[CH:10]([CH3:26])[CH3:9])[CH:19]=[CH:18][CH:17]=2)[CH2:21][CH2:22]1. The yield is 0.901. (2) The reactants are [H-].[Na+].[C:3]([C:5]1[CH:27]=[CH:26][C:8]([CH2:9][N:10]2[CH2:17][CH:16]3[O:18][CH:12]([CH2:13][N:14]([CH2:19][CH2:20][NH:21][S:22]([CH3:25])(=[O:24])=[O:23])[CH2:15]3)[CH2:11]2)=[CH:7][CH:6]=1)#[N:4].Br[CH2:29][C:30]1[CH:37]=[CH:36][C:33]([C:34]#[N:35])=[CH:32][CH:31]=1. The catalyst is O. The product is [C:34]([C:33]1[CH:36]=[CH:37][C:30]([CH2:29][N:21]([CH2:20][CH2:19][N:14]2[CH2:15][CH:16]3[O:18][CH:12]([CH2:11][N:10]([CH2:9][C:8]4[CH:7]=[CH:6][C:5]([C:3]#[N:4])=[CH:27][CH:26]=4)[CH2:17]3)[CH2:13]2)[S:22]([CH3:25])(=[O:24])=[O:23])=[CH:31][CH:32]=1)#[N:35]. The yield is 0.549. (3) The reactants are [CH:1]12[O:9][CH:5]([CH2:6][NH:7][CH2:8]1)[CH2:4][N:3]([C:10]([O:12][C:13]([CH3:16])([CH3:15])[CH3:14])=[O:11])[CH2:2]2.[O:17]1[CH2:19][C@H:18]1[CH2:20][O:21][C:22]1[CH:29]=[CH:28][C:25]([C:26]#[N:27])=[CH:24][CH:23]=1. The catalyst is CC(O)C.O. The product is [C:26]([C:25]1[CH:28]=[CH:29][C:22]([O:21][CH2:20][C@@H:18]([OH:17])[CH2:19][N:7]2[CH2:6][CH:5]3[O:9][CH:1]([CH2:2][N:3]([C:10]([O:12][C:13]([CH3:16])([CH3:15])[CH3:14])=[O:11])[CH2:4]3)[CH2:8]2)=[CH:23][CH:24]=1)#[N:27]. The yield is 1.00. (4) The reactants are C[O:2][C:3]([C:5]1[C:6]2[CH:13]=[CH:12][C:11]([C:14]3[CH:19]=[CH:18][C:17]([O:20][CH2:21][C:22]4[N:23]([C:31]5[C:36]([Cl:37])=[CH:35][CH:34]=[CH:33][C:32]=5[Cl:38])[N:24]=[N:25][C:26]=4[C:27]([F:30])([F:29])[F:28])=[CH:16][C:15]=3[CH3:39])=[CH:10][C:7]=2[S:8][CH:9]=1)=[O:4].C1COCC1.[Li+].[OH-].Cl. The catalyst is O.CO. The product is [Cl:38][C:32]1[CH:33]=[CH:34][CH:35]=[C:36]([Cl:37])[C:31]=1[N:23]1[C:22]([CH2:21][O:20][C:17]2[CH:18]=[CH:19][C:14]([C:11]3[CH:12]=[CH:13][C:6]4[C:5]([C:3]([OH:4])=[O:2])=[CH:9][S:8][C:7]=4[CH:10]=3)=[C:15]([CH3:39])[CH:16]=2)=[C:26]([C:27]([F:30])([F:29])[F:28])[N:25]=[N:24]1. The yield is 0.660. (5) The reactants are [H-].[Al+3].[Li+].[H-].[H-].[H-].[C:7]([O:11][C:12]([N:14]1[CH2:19][CH2:18][C:17]([NH:23][C:24]([O:26][C:27]([CH3:30])([CH3:29])[CH3:28])=[O:25])([C:20](O)=[O:21])[CH2:16][CH2:15]1)=[O:13])([CH3:10])([CH3:9])[CH3:8].O.[OH-].[Na+]. The catalyst is O1CCCC1. The product is [C:7]([O:11][C:12]([N:14]1[CH2:19][CH2:18][C:17]([NH:23][C:24]([O:26][C:27]([CH3:30])([CH3:29])[CH3:28])=[O:25])([CH2:20][OH:21])[CH2:16][CH2:15]1)=[O:13])([CH3:9])([CH3:10])[CH3:8]. The yield is 0.490. (6) The reactants are Br[C:2]1[CH:3]=[C:4]2[C:8](=[C:9]([Cl:11])[CH:10]=1)[C:7](=[O:12])[N:6]([CH2:13][CH:14]1[CH2:19][CH2:18][C:17]([F:21])([F:20])[CH2:16][CH2:15]1)[CH2:5]2.[CH3:22][N:23](C=O)C. The catalyst is [C-]#N.[C-]#N.[Zn+2].C1C=CC([P]([Pd]([P](C2C=CC=CC=2)(C2C=CC=CC=2)C2C=CC=CC=2)([P](C2C=CC=CC=2)(C2C=CC=CC=2)C2C=CC=CC=2)[P](C2C=CC=CC=2)(C2C=CC=CC=2)C2C=CC=CC=2)(C2C=CC=CC=2)C2C=CC=CC=2)=CC=1. The product is [Cl:11][C:9]1[CH:10]=[C:2]([C:22]#[N:23])[CH:3]=[C:4]2[C:8]=1[C:7](=[O:12])[N:6]([CH2:13][CH:14]1[CH2:19][CH2:18][C:17]([F:21])([F:20])[CH2:16][CH2:15]1)[CH2:5]2. The yield is 0.800.